This data is from Forward reaction prediction with 1.9M reactions from USPTO patents (1976-2016). The task is: Predict the product of the given reaction. (1) Given the reactants [NH2:1][C@@H:2]([CH:45]1[CH2:50][CH2:49][CH2:48][CH2:47][CH2:46]1)[C:3]([NH:5][C@@H:6]([C:41]([CH3:44])([CH3:43])[CH3:42])[C:7]([N:9]1[C@H:20]([C:21]([NH:23][C@:24]2([C:29](=[O:40])[NH:30][S:31]([C:34]3([CH2:37][CH2:38][CH3:39])[CH2:36][CH2:35]3)(=[O:33])=[O:32])[CH2:26][C@H:25]2[CH:27]=[CH2:28])=[O:22])[CH2:19][C@:11]2([C:16]([CH3:18])([CH3:17])[C:12]32[CH2:15][CH2:14][CH2:13]3)[CH2:10]1)=[O:8])=[O:4].[CH:51]([N:54]1[CH2:59][CH2:58][CH2:57][CH2:56][C@H:55]1[C:60](O)=[O:61])([CH3:53])[CH3:52].CN(C(ON1N=NC2C=CC=NC1=2)=[N+](C)C)C.F[P-](F)(F)(F)(F)F.CCN(C(C)C)C(C)C, predict the reaction product. The product is: [CH:45]1([C@H:2]([NH:1][C:60]([C@@H:55]2[CH2:56][CH2:57][CH2:58][CH2:59][N:54]2[CH:51]([CH3:53])[CH3:52])=[O:61])[C:3]([NH:5][C@@H:6]([C:41]([CH3:42])([CH3:44])[CH3:43])[C:7]([N:9]2[C@H:20]([C:21]([NH:23][C@:24]3([C:29](=[O:40])[NH:30][S:31]([C:34]4([CH2:37][CH2:38][CH3:39])[CH2:36][CH2:35]4)(=[O:32])=[O:33])[CH2:26][C@H:25]3[CH2:27][CH3:28])=[O:22])[CH2:19][C@:11]3([C:16]([CH3:18])([CH3:17])[C:12]43[CH2:13][CH2:14][CH2:15]4)[CH2:10]2)=[O:8])=[O:4])[CH2:50][CH2:49][CH2:48][CH2:47][CH2:46]1. (2) Given the reactants [CH3:1][C:2]1[O:6][C:5]([CH2:7][NH:8][C:9]2[CH:18]=[CH:17][C:16]3[C:15]([C:19]#[N:20])=[CH:14][CH:13]=[CH:12][C:11]=3[N:10]=2)=[CH:4][CH:3]=1, predict the reaction product. The product is: [NH2:20][CH2:19][C:15]1[CH:14]=[CH:13][CH:12]=[C:11]2[C:16]=1[CH:17]=[CH:18][C:9]([NH:8][CH2:7][C:5]1[O:6][C:2]([CH3:1])=[CH:3][CH:4]=1)=[N:10]2. (3) Given the reactants Cl[C:2]1[CH:7]=[CH:6][N:5]=[C:4]2[CH:8]=[C:9]([C:11]([NH:13][N:14]([CH3:16])[CH3:15])=[O:12])[S:10][C:3]=12.[F:17][C:18]1[CH:23]=[C:22]([N+:24]([O-:26])=[O:25])[CH:21]=[CH:20][C:19]=1[OH:27].C([O-])([O-])=O.[K+].[K+].O(C1C=CC=CC=1)C1C=CC=CC=1, predict the reaction product. The product is: [F:17][C:18]1[CH:23]=[C:22]([N+:24]([O-:26])=[O:25])[CH:21]=[CH:20][C:19]=1[O:27][C:2]1[CH:7]=[CH:6][N:5]=[C:4]2[CH:8]=[C:9]([C:11]([NH:13][N:14]([CH3:16])[CH3:15])=[O:12])[S:10][C:3]=12. (4) Given the reactants [N:1]1[CH:6]=[CH:5][CH:4]=[CH:3][C:2]=1[C:7]1[N:11]=[C:10]([NH2:12])[NH:9][N:8]=1.[C:13]([N:16]1[C:24]2[C:19](=[CH:20][C:21]([C:25](=O)[CH2:26][C:27](OCC)=[O:28])=[CH:22][CH:23]=2)[CH:18]=[N:17]1)(=[O:15])[CH3:14].CC1C=CC(S(O)(=O)=O)=CC=1, predict the reaction product. The product is: [C:13]([N:16]1[C:24]2[C:19](=[CH:20][C:21]([C:25]3[NH:12][C:10]4[N:9]([N:8]=[C:7]([C:2]5[CH:3]=[CH:4][CH:5]=[CH:6][N:1]=5)[N:11]=4)[C:27](=[O:28])[CH:26]=3)=[CH:22][CH:23]=2)[CH:18]=[N:17]1)(=[O:15])[CH3:14]. (5) Given the reactants [C:1](=O)([O:11][C:12]1[CH:17]=[CH:16][C:15]([N+:18]([O-:20])=[O:19])=[CH:14][CH:13]=1)[O:2]CC1C=CC=C(Br)C=1.BrC1C=C(CO)C=CC=1.[Br:31][C:32]1[CH:33]=[CH:34][C:35]([CH2:38][OH:39])=[N:36][CH:37]=1, predict the reaction product. The product is: [C:1](=[O:2])([O:11][C:12]1[CH:13]=[CH:14][C:15]([N+:18]([O-:20])=[O:19])=[CH:16][CH:17]=1)[O:39][CH2:38][C:35]1[CH:34]=[CH:33][C:32]([Br:31])=[CH:37][N:36]=1. (6) Given the reactants FC(F)(S(O[C:17]1[CH2:22][CH2:21][CH:20]([O:23][C:24]2[CH:29]=[CH:28][C:27]([C:30]([F:33])([F:32])[F:31])=[CH:26][CH:25]=2)[CH2:19][CH:18]=1)(=O)=O)C(F)(F)C(F)(F)C(F)(F)F.[B:35]1([B:35]2[O:39][C:38]([CH3:41])([CH3:40])[C:37]([CH3:43])([CH3:42])[O:36]2)[O:39][C:38]([CH3:41])([CH3:40])[C:37]([CH3:43])([CH3:42])[O:36]1.CC([O-])=O.[K+], predict the reaction product. The product is: [CH3:42][C:37]1([CH3:43])[C:38]([CH3:41])([CH3:40])[O:39][B:35]([C:17]2[CH2:22][CH2:21][CH:20]([O:23][C:24]3[CH:25]=[CH:26][C:27]([C:30]([F:31])([F:32])[F:33])=[CH:28][CH:29]=3)[CH2:19][CH:18]=2)[O:36]1. (7) Given the reactants C(O[C:6](=[O:28])[NH:7][C@@H:8]([CH2:21][C:22]1[CH:27]=[CH:26][CH:25]=[CH:24][CH:23]=1)[CH:9]([C:11](=[O:20])[NH:12][CH2:13][C:14]1[CH:19]=[CH:18][CH:17]=[CH:16][CH:15]=1)[OH:10])(C)(C)C.FC(F)(F)C(O)=O.[CH3:36][O:37][C:38]1[CH:43]=[CH:42][C:41]([CH2:44][C@H:45]([NH:49][C:50](=[O:62])[C@@H:51]([NH:53][C:54]([C:56]2[CH:61]=[N:60][CH:59]=[CH:58][N:57]=2)=[O:55])[CH3:52])C(O)=O)=[CH:40][CH:39]=1.C(N(CC)C(C)C)(C)C.CN(C(ON1N=NC2C=CC=NC1=2)=[N+](C)C)C.F[P-](F)(F)(F)(F)F, predict the reaction product. The product is: [CH2:21]([C@H:8]([NH:7][C:6]([C@@H:45]([NH:49][C:50]([C@@H:51]([NH:53][C:54]([C:56]1[CH:61]=[N:60][CH:59]=[CH:58][N:57]=1)=[O:55])[CH3:52])=[O:62])[CH2:44][C:41]1[CH:40]=[CH:39][C:38]([O:37][CH3:36])=[CH:43][CH:42]=1)=[O:28])[CH:9]([C:11](=[O:20])[NH:12][CH2:13][C:14]1[CH:15]=[CH:16][CH:17]=[CH:18][CH:19]=1)[OH:10])[C:22]1[CH:23]=[CH:24][CH:25]=[CH:26][CH:27]=1. (8) Given the reactants [CH2:1]([O:3][C@@H:4]([CH2:9][C:10]1[CH:15]=[CH:14][C:13]([C:16]2[S:20][C:19]([N:21]([CH3:30])[C:22]([NH:24][CH2:25][CH2:26][CH2:27][CH2:28][CH3:29])=[O:23])=[N:18][CH:17]=2)=[CH:12][CH:11]=1)[C:5]([O:7]C)=[O:6])[CH3:2].[OH-].[Li+], predict the reaction product. The product is: [CH2:1]([O:3][C@@H:4]([CH2:9][C:10]1[CH:15]=[CH:14][C:13]([C:16]2[S:20][C:19]([N:21]([CH3:30])[C:22]([NH:24][CH2:25][CH2:26][CH2:27][CH2:28][CH3:29])=[O:23])=[N:18][CH:17]=2)=[CH:12][CH:11]=1)[C:5]([OH:7])=[O:6])[CH3:2]. (9) Given the reactants [CH3:1][S:2]([OH:5])(=[O:4])=[O:3].[CH:6]1[CH:7]=[CH:8][C:9]2[NH:14][CH:13]=[C:12]([C:15]([O:17][C@@H:18]3[CH2:25][C@H:24]4[N:26]5[CH2:27][C:28](=[O:29])[C@@H:22]([CH2:23]4)[CH2:21][C@@H:20]5[CH2:19]3)=[O:16])[C:10]=2[CH:11]=1, predict the reaction product. The product is: [CH3:1][S:2]([OH:5])(=[O:4])=[O:3].[CH:6]1[CH:7]=[CH:8][C:9]2[NH:14][CH:13]=[C:12]([C:15]([O:17][C@@H:18]3[CH2:19][C@H:20]4[N:26]5[CH2:27][C:28](=[O:29])[C@@H:22]([CH2:21]4)[CH2:23][C@@H:24]5[CH2:25]3)=[O:16])[C:10]=2[CH:11]=1.[OH2:3]. (10) Given the reactants C1(P(C2C=CC=CC=2)C2C=CC=CC=2)C=CC=CC=1.N1C=CN=C1.[I:25]I.O[CH2:28][CH2:29][CH2:30][N:31]([CH:41]([CH3:43])[CH3:42])[S:32]([C:35]1[CH:40]=[CH:39][CH:38]=[CH:37][CH:36]=1)(=[O:34])=[O:33], predict the reaction product. The product is: [I:25][CH2:28][CH2:29][CH2:30][N:31]([CH:41]([CH3:43])[CH3:42])[S:32]([C:35]1[CH:40]=[CH:39][CH:38]=[CH:37][CH:36]=1)(=[O:34])=[O:33].